Predict the product of the given reaction. From a dataset of Forward reaction prediction with 1.9M reactions from USPTO patents (1976-2016). Given the reactants [CH:1]([C:3]1[CH:4]=[C:5]([CH:9]=[CH:10][C:11]=1[OH:12])[C:6]([OH:8])=[O:7])=[O:2].O=S(Cl)Cl.[CH3:17]O, predict the reaction product. The product is: [CH:1]([C:3]1[CH:4]=[C:5]([CH:9]=[CH:10][C:11]=1[OH:12])[C:6]([O:8][CH3:17])=[O:7])=[O:2].